Dataset: Forward reaction prediction with 1.9M reactions from USPTO patents (1976-2016). Task: Predict the product of the given reaction. (1) Given the reactants [Br:1][C:2]1[CH:27]=[CH:26][C:5]([O:6][C:7]2[CH:12]=[CH:11][CH:10]=[CH:9][C:8]=2[NH:13][S:14]([C:17]2[CH:25]=[CH:24][C:20]([C:21](O)=[O:22])=[CH:19][CH:18]=2)(=[O:16])=[O:15])=[C:4]([Cl:28])[CH:3]=1.[N:29]1([CH:35]2[CH2:40][CH2:39][N:38]([CH2:41][CH2:42][CH2:43][NH:44]C(=O)C3C=CC(S(=O)(=O)NC4C=CC=CC=4OC4C=CC(Cl)=CC=4Cl)=CC=3)[CH2:37][CH2:36]2)[CH2:34][CH2:33][CH2:32][CH2:31][CH2:30]1, predict the reaction product. The product is: [N:29]1([CH:35]2[CH2:40][CH2:39][N:38]([CH2:41][CH2:42][CH2:43][NH:44][C:21](=[O:22])[C:20]3[CH:24]=[CH:25][C:17]([S:14](=[O:15])(=[O:16])[NH:13][C:8]4[CH:9]=[CH:10][CH:11]=[CH:12][C:7]=4[O:6][C:5]4[CH:26]=[CH:27][C:2]([Br:1])=[CH:3][C:4]=4[Cl:28])=[CH:18][CH:19]=3)[CH2:37][CH2:36]2)[CH2:34][CH2:33][CH2:32][CH2:31][CH2:30]1. (2) Given the reactants [CH:1]([C:3]1[N:7]([CH3:8])[CH:6]=[N:5][C:4]=1[C:9]#[N:10])=O.Cl.[NH2:12][CH2:13][CH:14]([C:21]1[CH:26]=[C:25]([F:27])[CH:24]=[C:23]([F:28])[C:22]=1[F:29])[CH2:15][C:16](OCC)=[O:17], predict the reaction product. The product is: [CH3:8][N:7]1[C:3]([CH2:1][N:12]2[CH2:13][CH:14]([C:21]3[CH:26]=[C:25]([F:27])[CH:24]=[C:23]([F:28])[C:22]=3[F:29])[CH2:15][C:16]2=[O:17])=[C:4]([C:9]#[N:10])[N:5]=[CH:6]1. (3) Given the reactants [CH3:1][C:2]1[CH:7]=[CH:6][N:5]=[C:4]([N+:8]([O-:10])=[O:9])[C:3]=1[OH:11].C[O-].[Na+].[Br:15]Br, predict the reaction product. The product is: [Br:15][C:6]1[N:5]=[C:4]([N+:8]([O-:10])=[O:9])[C:3]([OH:11])=[C:2]([CH3:1])[CH:7]=1. (4) Given the reactants [CH2:1]([Li])CCC.[F:6][C:7]([F:23])([F:22])[C:8]1[CH:9]=[C:10]([CH2:18][C:19]([OH:21])=[O:20])[CH:11]=[C:12]([C:14]([F:17])([F:16])[F:15])[CH:13]=1.IC.S(=O)(O)[O-].[Na+].[CH:31]1([NH:37][CH:38]2[CH2:43][CH2:42][CH2:41][CH2:40][CH2:39]2)[CH2:36][CH2:35][CH2:34][CH2:33][CH2:32]1, predict the reaction product. The product is: [CH3:1][CH:18]([C:10]1[CH:9]=[C:8]([C:7]([F:22])([F:23])[F:6])[CH:13]=[C:12]([C:14]([F:16])([F:17])[F:15])[CH:11]=1)[C:19]([O-:21])=[O:20].[CH:38]1([NH2+:37][CH:31]2[CH2:32][CH2:33][CH2:34][CH2:35][CH2:36]2)[CH2:39][CH2:40][CH2:41][CH2:42][CH2:43]1. (5) Given the reactants C([C@H:8]1[N:13]([C:14]([C:16]2[N:17]=[CH:18][N:19]([CH:27]3[CH2:34][CH2:33][CH2:32][CH2:31][C:28]43[O:30][CH2:29]4)[C:20]=2[C:21]2[CH:26]=[CH:25][CH:24]=[CH:23][CH:22]=2)=[O:15])[CH2:12][CH2:11][N:10](C(OC(C)(C)C)=O)[CH2:9]1)C1C=CC=CC=1.[O-:42][CH2:43][CH3:44].[Na+].[C:46](=[O:49])(O)[O-:47].[Na+], predict the reaction product. The product is: [CH2:20]([C@H:8]1[N:13]([C:14]([C:16]2[N:17]=[CH:18][N:19]([CH:27]3[CH2:34][CH2:33][CH2:32][CH2:31][C:28]3([CH2:29][O:42][CH2:43][CH3:44])[OH:30])[C:20]=2[C:21]2[CH:22]=[CH:23][CH:24]=[CH:25][CH:26]=2)=[O:15])[CH2:12][CH2:11][N:10]([C:46]([O:47][C:28]([CH3:31])([CH3:29])[CH3:27])=[O:49])[CH2:9]1)[C:21]1[CH:22]=[CH:23][CH:24]=[CH:25][CH:26]=1. (6) Given the reactants [C:1]([NH:9][C:10](=[CH:15][N:16]([CH3:18])C)[C:11]([O:13][CH3:14])=[O:12])(=[O:8])[C:2]1[CH:7]=[CH:6][CH:5]=[CH:4][CH:3]=1.N[C:20]1[CH:25]=[CH:24]C=[CH:22][CH:21]=1.Cl.O, predict the reaction product. The product is: [C:1]([NH:9][C:10](=[CH:15][NH:16][C:18]1[CH:24]=[CH:25][CH:20]=[CH:21][CH:22]=1)[C:11]([O:13][CH3:14])=[O:12])(=[O:8])[C:2]1[CH:3]=[CH:4][CH:5]=[CH:6][CH:7]=1.